The task is: Regression. Given two drug SMILES strings and cell line genomic features, predict the synergy score measuring deviation from expected non-interaction effect.. This data is from NCI-60 drug combinations with 297,098 pairs across 59 cell lines. Drug 1: C1=CN(C=N1)CC(O)(P(=O)(O)O)P(=O)(O)O. Drug 2: CC1C(C(CC(O1)OC2CC(CC3=C2C(=C4C(=C3O)C(=O)C5=C(C4=O)C(=CC=C5)OC)O)(C(=O)CO)O)N)O.Cl. Cell line: EKVX. Synergy scores: CSS=6.86, Synergy_ZIP=-2.73, Synergy_Bliss=-0.886, Synergy_Loewe=-1.85, Synergy_HSA=-0.803.